Dataset: Forward reaction prediction with 1.9M reactions from USPTO patents (1976-2016). Task: Predict the product of the given reaction. (1) Given the reactants [Cl:1][C:2]1[CH:7]=[CH:6][C:5]([S:8][CH:9]([C:13]2[CH:18]=[CH:17][CH:16]=[CH:15][CH:14]=2)[C:10]([CH3:12])=O)=[CH:4][CH:3]=1.O=P12OP3(OP(OP(O3)(O1)=O)(=O)O2)=O, predict the reaction product. The product is: [Cl:1][C:2]1[CH:7]=[CH:6][C:5]2[S:8][C:9]([C:13]3[CH:18]=[CH:17][CH:16]=[CH:15][CH:14]=3)=[C:10]([CH3:12])[C:4]=2[CH:3]=1. (2) The product is: [CH2:15]([O:14][C:11]1[CH:12]=[CH:13][C:8](/[CH:7]=[CH:6]/[C:5]([OH:21])=[O:4])=[CH:9][C:10]=1[O:19][CH3:20])[CH2:16][CH2:17][CH3:18]. Given the reactants [OH-].[K+].C[O:4][C:5](=[O:21])/[CH:6]=[CH:7]/[C:8]1[CH:13]=[CH:12][C:11]([O:14][CH2:15][CH2:16][CH2:17][CH3:18])=[C:10]([O:19][CH3:20])[CH:9]=1, predict the reaction product. (3) Given the reactants Br[C:2]1[C:7]2[CH:8]=[CH:9][O:10][C:6]=2[CH:5]=[CH:4][CH:3]=1.[Cu][C:12]#[N:13].C(N)CN, predict the reaction product. The product is: [O:10]1[C:6]2=[CH:5][CH:4]=[CH:3][C:2]([C:12]#[N:13])=[C:7]2[CH:8]=[CH:9]1.